From a dataset of Forward reaction prediction with 1.9M reactions from USPTO patents (1976-2016). Predict the product of the given reaction. (1) Given the reactants Cl.[NH:2]1[CH2:7][CH2:6][CH:5]([NH:8][C:9]([C:11]2[C:15]3[N:16]=[CH:17][N:18]=[C:19]([C:20]4[CH:25]=[C:24]([F:26])[CH:23]=[CH:22][C:21]=4[O:27][CH2:28][CH:29]4[CH2:31][CH2:30]4)[C:14]=3[NH:13][C:12]=2[CH3:32])=[O:10])[CH2:4][CH2:3]1.[C:33](Cl)(=[O:36])[CH2:34][CH3:35], predict the reaction product. The product is: [CH:29]1([CH2:28][O:27][C:21]2[CH:22]=[CH:23][C:24]([F:26])=[CH:25][C:20]=2[C:19]2[C:14]3[NH:13][C:12]([CH3:32])=[C:11]([C:9]([NH:8][CH:5]4[CH2:4][CH2:3][N:2]([C:33](=[O:36])[CH2:34][CH3:35])[CH2:7][CH2:6]4)=[O:10])[C:15]=3[N:16]=[CH:17][N:18]=2)[CH2:30][CH2:31]1. (2) Given the reactants [F:1][C:2]1[CH:3]=[CH:4][C:5]([NH:8][NH2:9])=[N:6][CH:7]=1.[CH3:10][C:11]([O:14][C:15]([N:17]1[CH2:21][C@H:20]([C:22](O)=[O:23])[CH2:19][CH2:18]1)=[O:16])([CH3:13])[CH3:12].C1C=CC2N(O)N=NC=2C=1.C(Cl)CCl, predict the reaction product. The product is: [C:11]([O:14][C:15]([N:17]1[CH2:18][CH2:19][C@@H:20]([C:22]([N:8]([C:5]2[CH:4]=[CH:3][C:2]([F:1])=[CH:7][N:6]=2)[NH2:9])=[O:23])[CH2:21]1)=[O:16])([CH3:13])([CH3:12])[CH3:10]. (3) The product is: [CH2:1]([C:3]1[C:11]2[CH:10]=[CH:9][S:8][C:7]=2[C:6]([CH3:12])=[CH:5][C:4]=1[O:13][C:14]1[C:15]([NH2:16])=[N:28][C:27]([NH2:29])=[N:26][CH:17]=1)[CH3:2]. Given the reactants [CH2:1]([C:3]1[C:11]2[CH:10]=[CH:9][S:8][C:7]=2[C:6]([CH3:12])=[CH:5][C:4]=1[O:13][C:14](=[CH:17]NC1C=CC=CC=1)[C:15]#[N:16])[CH3:2].Cl.[NH2:26][C:27]([NH2:29])=[NH:28].C[O-].[Na+], predict the reaction product. (4) Given the reactants CN(C=O)C.Br[C:7]1[C:15]2[C:10](=[CH:11][C:12]([C:16]3[CH:21]=[CH:20][CH:19]=[C:18]([N+:22]([O-:24])=[O:23])[CH:17]=3)=[CH:13][CH:14]=2)[N:9]([C:25]2[N:30]=[CH:29][N:28]=[C:27]([NH:31][CH3:32])[CH:26]=2)[CH:8]=1.[O-]P([O-])([O-])=O.[K+].[K+].[K+].[CH3:41][O:42][C:43]1[CH:48]=[CH:47][C:46](B(O)O)=[CH:45][CH:44]=1, predict the reaction product. The product is: [CH3:41][O:42][C:43]1[CH:48]=[CH:47][C:46]([C:7]2[C:15]3[C:10](=[CH:11][C:12]([C:16]4[CH:21]=[CH:20][CH:19]=[C:18]([N+:22]([O-:24])=[O:23])[CH:17]=4)=[CH:13][CH:14]=3)[N:9]([C:25]3[N:30]=[CH:29][N:28]=[C:27]([NH:31][CH3:32])[CH:26]=3)[CH:8]=2)=[CH:45][CH:44]=1. (5) Given the reactants [OH-].[Na+].Cl.[NH:4]1[CH2:8][CH2:7][CH2:6][C@@H:5]1[CH2:9][C:10]([OH:12])=[O:11].[C:13](O[C:13]([O:15][C:16]([CH3:19])([CH3:18])[CH3:17])=[O:14])([O:15][C:16]([CH3:19])([CH3:18])[CH3:17])=[O:14], predict the reaction product. The product is: [C:16]([O:15][C:13]([N:4]1[CH2:8][CH2:7][CH2:6][C@@H:5]1[CH2:9][C:10]([OH:12])=[O:11])=[O:14])([CH3:19])([CH3:18])[CH3:17]. (6) Given the reactants Br[C:2]1[CH:10]=[C:6]([C:7]([OH:9])=[O:8])[C:5]([NH2:11])=[CH:4][CH:3]=1.C([O-])([O-])=O.[K+].[K+].[C:18]1(B(O)O)[CH:23]=[CH:22][CH:21]=[CH:20][CH:19]=1, predict the reaction product. The product is: [NH2:11][C:5]1[CH:4]=[CH:3][C:2]([C:18]2[CH:23]=[CH:22][CH:21]=[CH:20][CH:19]=2)=[CH:10][C:6]=1[C:7]([OH:9])=[O:8]. (7) Given the reactants FC1C=CC=CC=1C(Cl)=O.[CH3:11][O:12][C:13]1[CH:21]=[CH:20][C:16]([C:17](Cl)=[O:18])=[CH:15][CH:14]=1.[NH2:22][C:23]1[CH:24]=[C:25]([CH:36]=[CH:37][N:38]=1)[C:26]([NH:28][CH2:29][C:30]1[CH:35]=[CH:34][CH:33]=[CH:32][CH:31]=1)=[O:27], predict the reaction product. The product is: [CH2:29]([NH:28][C:26](=[O:27])[C:25]1[CH:36]=[CH:37][N:38]=[C:23]([NH:22][C:17](=[O:18])[C:16]2[CH:20]=[CH:21][C:13]([O:12][CH3:11])=[CH:14][CH:15]=2)[CH:24]=1)[C:30]1[CH:35]=[CH:34][CH:33]=[CH:32][CH:31]=1. (8) Given the reactants Br[C:2]1[C:3]([F:23])=[CH:4][C:5]2[O:11][CH2:10][CH2:9][N:8]3[C:12]([C:18]([NH:20][CH3:21])=[O:19])=[C:13]([C:15]([NH2:17])=[O:16])[N:14]=[C:7]3[C:6]=2[CH:22]=1.[CH3:24][C:25]1[O:29][N:28]=[C:27]([C@:30]([OH:34])([C:32]#[CH:33])[CH3:31])[N:26]=1, predict the reaction product. The product is: [F:23][C:3]1[C:2]([C:33]#[C:32][C@@:30]([OH:34])([C:27]2[N:26]=[C:25]([CH3:24])[O:29][N:28]=2)[CH3:31])=[CH:22][C:6]2[C:7]3[N:8]([C:12]([C:18]([NH:20][CH3:21])=[O:19])=[C:13]([C:15]([NH2:17])=[O:16])[N:14]=3)[CH2:9][CH2:10][O:11][C:5]=2[CH:4]=1. (9) Given the reactants [CH:1]1([C:4]2[CH:17]=[CH:16][C:7](/[CH:8]=[N:9]/[S@:10]([C:12]([CH3:15])([CH3:14])[CH3:13])=[O:11])=[CH:6][CH:5]=2)[CH2:3][CH2:2]1.[CH2:18]([Li])[CH3:19].N#N, predict the reaction product. The product is: [CH:1]1([C:4]2[CH:17]=[CH:16][C:7]([C@@H:8]([NH:9][S@:10]([C:12]([CH3:13])([CH3:14])[CH3:15])=[O:11])[CH2:18][CH3:19])=[CH:6][CH:5]=2)[CH2:2][CH2:3]1. (10) Given the reactants [CH2:1]([NH:5][C:6]1[CH:11]=[CH:10][C:9]([O:12][CH2:13][C:14]([F:17])([F:16])[F:15])=[CH:8][CH:7]=1)[CH2:2][CH:3]=[CH2:4].CCN(CC)CC.[C:25](Cl)(=[O:28])[CH:26]=[CH2:27], predict the reaction product. The product is: [CH2:1]([N:5]([C:6]1[CH:11]=[CH:10][C:9]([O:12][CH2:13][C:14]([F:15])([F:16])[F:17])=[CH:8][CH:7]=1)[C:25](=[O:28])[CH:26]=[CH2:27])[CH2:2][CH:3]=[CH2:4].